This data is from Tox21: 12 toxicity assays (nuclear receptors and stress response pathways). The task is: Binary classification across 12 toxicity assays. (1) The molecule is COc1cc2c(cc1O)CCN[C@]21CS[C@@H]2c3c(OC(C)=O)c(C)c4c(c3[C@H](COC1=O)N1[C@@H](O)[C@@H]3Cc5cc(C)c(OC)c(O)c5[C@H]([C@H]21)N3C)OCO4. It tested positive (active) for: SR-p53 (p53 tumor suppressor activation). (2) The drug is CC(C)(C)NC(=O)[C@H]1CC[C@H]2[C@@H]3CC[C@H]4NC(=O)C=C[C@]4(C)[C@H]3CC[C@]12C. It tested positive (active) for: SR-ARE (Antioxidant Response Element (oxidative stress)). (3) The molecule is NS(=O)(=O)C(F)(F)C(F)(F)C(F)(F)C(F)(F)C(F)(F)C(F)(F)C(F)(F)C(F)(F)F. It tested positive (active) for: NR-ER-LBD (Estrogen Receptor Ligand Binding Domain agonist), SR-HSE (Heat Shock Element response), SR-MMP (Mitochondrial Membrane Potential disruption), and SR-p53 (p53 tumor suppressor activation). (4) The molecule is CCOC(CN1CCN(CC(C)C(=O)c2ccccc2)CC1)c1ccccc1. It tested positive (active) for: SR-ARE (Antioxidant Response Element (oxidative stress)). (5) The molecule is Cc1c(C)c2c(c(C)c1OC(=O)CCC(=O)OCCO)CC[C@@](C)(CCC[C@H](C)CCC[C@H](C)CCCC(C)C)O2. It tested positive (active) for: SR-ARE (Antioxidant Response Element (oxidative stress)). (6) The drug is [O-][Cl+3]([O-])([O-])[O-]. It tested positive (active) for: NR-ER (Estrogen Receptor agonist activity). (7) The compound is Clc1ccc2c(c1)C(N1CCNCC1)=Nc1ccccc1O2. It tested positive (active) for: NR-Aromatase (Aromatase enzyme inhibition).